From a dataset of Blood-brain barrier permeability regression values from the B3DB database. Regression/Classification. Given a drug SMILES string, predict its absorption, distribution, metabolism, or excretion properties. Task type varies by dataset: regression for continuous measurements (e.g., permeability, clearance, half-life) or binary classification for categorical outcomes (e.g., BBB penetration, CYP inhibition). For this dataset (b3db_regression), we predict Y. (1) The Y is -0.0500 log(BB ratio). The drug is CC1=CC(=O)N(N1C)C2=CC=C(C=C2)F. (2) The drug is CCC1(CC2CC(C3=C(CC[NH+](C2)C1)C4=CC=CC=C4N3)(C5=C(C=C6C(=C5)C78CC[NH+]9C7C(C=CC9)(C(C(C8N6C=O)(C(=O)OC)O)OC(=O)C)CC)OC)C(=O)OC)O. The Y is -1.03 log(BB ratio). (3) The molecule is C[C@@H]1CCCN1CCCOC2=CC=C(C=C2)N3CCN(CC3=O)C(=O)C4=C(C=C(C=C4)F)F. The Y is -0.600 log(BB ratio). (4) The drug is CC1=CC(=CC=C1)OCC(CNC(C)C)O. The Y is 0.280 log(BB ratio). (5) The Y is 0.570 log(BB ratio). The drug is COC1=CC2=C(C=C1)NN=C2NC3CCN(CC3)CC4=CC5=C(C=C4)OCO5. (6) The molecule is C1=CC(=CC=C1CC(C(=O)O)N)N(CCCl)CCCl. The Y is -0.500 log(BB ratio). (7) The compound is CCC1=CC2=C(S1)N(C(=O)CN=C2C3=CC=CC=C3Cl)C. The Y is 0.510 log(BB ratio). (8) The molecule is CC1=CC=CC=C1C2=C(C=NC=C2)C(=O)N(C)CC3=CC(=CC(=C3)C(F)(F)F)C(F)(F)F. The Y is 0.680 log(BB ratio). (9) The compound is CCC(C)N(C)C(=O)C1=CC2=CC=CC=C2C(=N1)C3=CC=CC=C3Cl. The Y is 0.480 log(BB ratio).